From a dataset of Catalyst prediction with 721,799 reactions and 888 catalyst types from USPTO. Predict which catalyst facilitates the given reaction. Reactant: [CH3:1][C:2]1[NH:3][C:4]2[C:9]([C:10]=1[CH3:11])=[CH:8][C:7]([O:12]C)=[CH:6][CH:5]=2.B(Br)(Br)Br.[OH-].[Na+]. Product: [CH3:1][C:2]1[NH:3][C:4]2[C:9]([C:10]=1[CH3:11])=[CH:8][C:7]([OH:12])=[CH:6][CH:5]=2. The catalyst class is: 6.